Predict the product of the given reaction. From a dataset of Forward reaction prediction with 1.9M reactions from USPTO patents (1976-2016). (1) Given the reactants [CH3:1][C:2]1[N:6]([CH2:7][C:8]2[C:17]3[C:12](=[CH:13][CH:14]=[CH:15][CH:16]=3)[CH:11]=[CH:10][CH:9]=2)[C:5]2[CH:18]=[C:19]([N:24]3[CH2:29][CH2:28][O:27][CH2:26][CH2:25]3)[CH:20]=[C:21]([C:22]#[N:23])[C:4]=2[N:3]=1.[C:30]([NH:33][NH2:34])(=O)[CH3:31].C(=O)([O-])[O-].[K+].[K+].C(Cl)Cl, predict the reaction product. The product is: [CH3:1][C:2]1[N:6]([CH2:7][C:8]2[C:17]3[C:12](=[CH:13][CH:14]=[CH:15][CH:16]=3)[CH:11]=[CH:10][CH:9]=2)[C:5]2[CH:18]=[C:19]([N:24]3[CH2:29][CH2:28][O:27][CH2:26][CH2:25]3)[CH:20]=[C:21]([C:22]3[NH:34][N:33]=[C:30]([CH3:31])[N:23]=3)[C:4]=2[N:3]=1. (2) Given the reactants [F:1][C:2]1[CH:7]=[CH:6][C:5]([C:8]2[NH:9][CH:10]=[C:11]([C:19]3[CH2:20][CH2:21][N:22]4[C@H:26]([CH:27]=3)[CH2:25][C@@H:24]([C:28]3[CH:33]=[CH:32][C:31]([O:34]C)=[CH:30][CH:29]=3)[CH2:23]4)[C:12]=2[C:13]2[CH:18]=[CH:17][N:16]=[CH:15][CH:14]=2)=[CH:4][CH:3]=1.B(Br)(Br)Br.O, predict the reaction product. The product is: [F:1][C:2]1[CH:7]=[CH:6][C:5]([C:8]2[NH:9][CH:10]=[C:11]([C:19]3[CH2:20][CH2:21][N:22]4[C@H:26]([CH:27]=3)[CH2:25][C@@H:24]([C:28]3[CH:29]=[CH:30][C:31]([OH:34])=[CH:32][CH:33]=3)[CH2:23]4)[C:12]=2[C:13]2[CH:14]=[CH:15][N:16]=[CH:17][CH:18]=2)=[CH:4][CH:3]=1. (3) Given the reactants [CH3:1][C:2]1[C:3]([CH3:12])=[CH:4][C:5]2[S:9][C:8]([NH2:10])=[N:7][C:6]=2[CH:11]=1.[C:13]1([CH3:22])[CH:18]=[CH:17][C:16]([C:19](Cl)=[O:20])=[CH:15][CH:14]=1.Br[CH:24]([CH3:30])[C:25]([O:27]CC)=[O:26].COC1C=CC2N=C(N)SC=2C=1.ClC1C=C(C=CC=1)C(Cl)=O.BrCC(OCC)=O, predict the reaction product. The product is: [CH3:1][C:2]1[C:3]([CH3:12])=[CH:4][C:5]2[S:9][C:8](=[N:10][C:19](=[O:20])[C:16]3[CH:17]=[CH:18][C:13]([CH3:22])=[CH:14][CH:15]=3)[N:7]([CH:24]([CH3:30])[C:25]([OH:27])=[O:26])[C:6]=2[CH:11]=1. (4) Given the reactants [CH3:1][O:2][C:3]1[CH:4]=[C:5]([NH:9][C:10]2[C:15]([C:16]3[N:24]=[C:23]([CH3:25])[N:22]=[C:21]4[C:17]=3[N:18]=[CH:19][N:20]4C3CCCCO3)=[CH:14][CH:13]=[CH:12][N:11]=2)[CH:6]=[N:7][CH:8]=1.FC(F)(F)C(O)=O, predict the reaction product. The product is: [CH3:1][O:2][C:3]1[CH:4]=[C:5]([NH:9][C:10]2[C:15]([C:16]3[N:24]=[C:23]([CH3:25])[N:22]=[C:21]4[C:17]=3[N:18]=[CH:19][NH:20]4)=[CH:14][CH:13]=[CH:12][N:11]=2)[CH:6]=[N:7][CH:8]=1. (5) Given the reactants F[C:2](F)(F)[C:3]([OH:5])=O.F[C:9]1[N:16]=[CH:15][CH:14]=[CH:13][C:10]=1[C:11]#[N:12].[CH:17]([N:20](C(C)C)[CH2:21]C)(C)[CH3:18], predict the reaction product. The product is: [CH:3]12[CH2:2][CH:17]([N:20]([C:9]3[N:16]=[CH:15][CH:14]=[CH:13][C:10]=3[C:11]#[N:12])[CH2:21]1)[CH2:18][O:5]2. (6) Given the reactants C([Li])CCC.Br[C:7]1[CH:8]=[C:9]([CH2:13][CH2:14][O:15][CH:16]2[CH2:21][CH2:20][CH2:19][CH2:18][O:17]2)[CH:10]=[CH:11][CH:12]=1.CN([CH:25]=[O:26])C.O, predict the reaction product. The product is: [O:17]1[CH2:18][CH2:19][CH2:20][CH2:21][CH:16]1[O:15][CH2:14][CH2:13][C:9]1[CH:8]=[C:7]([CH2:25][OH:26])[CH:12]=[CH:11][CH:10]=1. (7) Given the reactants F[C:2]1[CH:7]=[CH:6][C:5]([I:8])=[CH:4][CH:3]=1.[CH3:9][N:10]1[CH2:15][CH2:14][CH:13]([CH2:16][OH:17])[CH2:12][CH2:11]1.[H-].[Na+], predict the reaction product. The product is: [I:8][C:5]1[CH:6]=[CH:7][C:2]([O:17][CH2:16][CH:13]2[CH2:14][CH2:15][N:10]([CH3:9])[CH2:11][CH2:12]2)=[CH:3][CH:4]=1. (8) Given the reactants [CH2:1]([C@H:3]([CH2:7][CH2:8][N+:9]([O-:11])=[O:10])[C:4]([OH:6])=O)[CH3:2].CCN=C=N[CH2:17][CH2:18][CH2:19][N:20](C)C.CCN(C(C)C)C(C)C.[C:32](O)(=O)[CH2:33][C:34]([CH2:39][C:40](O)=O)(C(O)=O)O.C[CH2:46][O:47][C:48](C)=[O:49], predict the reaction product. The product is: [CH2:1]([C@H:3]([CH2:7][CH2:8][N+:9]([O-:11])=[O:10])[C:4]([NH:20][C@@H:19]([CH2:18][C:17]1[CH:32]=[CH:33][CH:34]=[CH:39][CH:40]=1)[C:48]([O:47][CH3:46])=[O:49])=[O:6])[CH3:2]. (9) Given the reactants [F:1][C:2]([F:19])([S:15]([O-:18])(=[O:17])=[O:16])[CH:3]([O:8][C:9](=[O:14])[C:10](C)([CH3:12])[CH3:11])[C:4]([F:7])([F:6])[F:5].[CH2:20]([NH+:22]([CH2:25][CH3:26])[CH2:23][CH3:24])[CH3:21].O.[Na].C(N(CC)CC)C.C(OC(=O)C(C)=C)(=O)C(C)=C.Cl, predict the reaction product. The product is: [F:19][C:2]([F:1])([S:15]([O-:18])(=[O:16])=[O:17])[CH:3]([O:8][C:9](=[O:14])[C:10]([CH3:12])=[CH2:11])[C:4]([F:5])([F:7])[F:6].[CH2:20]([NH+:22]([CH2:25][CH3:26])[CH2:23][CH3:24])[CH3:21].